This data is from Catalyst prediction with 721,799 reactions and 888 catalyst types from USPTO. The task is: Predict which catalyst facilitates the given reaction. (1) The catalyst class is: 1. Product: [CH:17]1([CH:22]=[C:46]([C:48]2[CH:53]=[CH:52][C:51]([S:54][CH:55]3[CH2:57][CH2:56]3)=[CH:50][CH:49]=2)[C:45]([O:44][CH2:42][CH3:43])=[O:58])[CH2:21][CH2:20][CH2:19][CH2:18]1. Reactant: C[Si](C)(C)[N-][Si](C)(C)C.[Li+].C1COCC1.[I-].[CH:17]1([CH2:22][P+](C2C=CC=CC=2)(C2C=CC=CC=2)C2C=CC=CC=2)[CH2:21][CH2:20][CH2:19][CH2:18]1.[CH2:42]([O:44][C:45](=[O:58])[C:46]([C:48]1[CH:53]=[CH:52][C:51]([S:54][CH:55]2[CH2:57][CH2:56]2)=[CH:50][CH:49]=1)=O)[CH3:43].Cl. (2) Product: [CH3:1][O:2][C:3]1[CH:8]=[CH:7][C:6]([CH2:9][CH2:10][CH:11]2[CH2:20][CH2:19][C:18]3[CH:17]=[C:16]([C@H:21]4[CH2:30][CH2:29][C@@:23]5([NH:27][C:26](=[O:28])[O:25][CH2:24]5)[CH2:22]4)[CH:15]=[CH:14][C:13]=3[CH2:12]2)=[CH:5][CH:4]=1. The catalyst class is: 105. Reactant: [CH3:1][O:2][C:3]1[CH:8]=[CH:7][C:6]([C:9]#[C:10][C:11]2[CH2:20][CH2:19][C:18]3[CH:17]=[C:16]([C@H:21]4[CH2:30][CH2:29][C@@:23]5([NH:27][C:26](=[O:28])[O:25][CH2:24]5)[CH2:22]4)[CH:15]=[CH:14][C:13]=3[CH:12]=2)=[CH:5][CH:4]=1.[H][H].